From a dataset of Full USPTO retrosynthesis dataset with 1.9M reactions from patents (1976-2016). Predict the reactants needed to synthesize the given product. (1) Given the product [Cl:10][C:11]1[CH:16]=[CH:15][CH:14]=[CH:13][C:12]=1[CH2:17][CH2:18][N:19]1[C:29](=[O:30])[C:28]([OH:37])=[C:27]([C:33]([OH:35])=[O:34])[N:2]=[C:3]1[C:4]1[S:5][CH:6]=[CH:7][CH:8]=1, predict the reactants needed to synthesize it. The reactants are: O[N:2]=[C:3](Cl)[C:4]1[S:5][CH:6]=[CH:7][CH:8]=1.[Cl:10][C:11]1[CH:16]=[CH:15][CH:14]=[CH:13][C:12]=1[CH2:17][CH2:18][NH2:19].CCN(CC)CC.[C:27]([C:33]([O:35]C)=[O:34])#[C:28][C:29](OC)=[O:30].[O:37]1CCCC1. (2) Given the product [CH2:1]([CH:5]([CH2:11][C:12]1[CH:13]=[CH:14][C:15]([O:18][CH2:19][CH2:20][NH:21][C:22]([C:24]2[CH:25]=[CH:26][C:27]([C:30]3[CH:35]=[CH:34][CH:33]=[C:32]([CH2:36][N:37]([CH3:38])[CH3:39])[CH:31]=3)=[CH:28][CH:29]=2)=[O:23])=[CH:16][CH:17]=1)[C:6]([OH:8])=[O:7])[CH2:2][CH2:3][CH3:4], predict the reactants needed to synthesize it. The reactants are: [CH2:1]([CH:5]([CH2:11][C:12]1[CH:17]=[CH:16][C:15]([O:18][CH2:19][CH2:20][NH:21][C:22]([C:24]2[CH:29]=[CH:28][C:27]([C:30]3[CH:35]=[CH:34][CH:33]=[C:32]([CH2:36][N:37]([CH3:39])[CH3:38])[CH:31]=3)=[CH:26][CH:25]=2)=[O:23])=[CH:14][CH:13]=1)[C:6]([O:8]CC)=[O:7])[CH2:2][CH2:3][CH3:4].[OH-].[Na+].